Dataset: Full USPTO retrosynthesis dataset with 1.9M reactions from patents (1976-2016). Task: Predict the reactants needed to synthesize the given product. (1) Given the product [CH2:1]([O:8][C:9]1[CH:18]=[C:17]2[C:12]([CH:13]=[C:14]([CH:19]([OH:20])[CH3:21])[CH:15]=[N:16]2)=[CH:11][CH:10]=1)[CH2:2][CH2:3][CH2:4][CH2:5][CH2:6][CH3:7], predict the reactants needed to synthesize it. The reactants are: [CH2:1]([O:8][C:9]1[CH:18]=[C:17]2[C:12]([CH:13]=[C:14]([CH:19]=[O:20])[CH:15]=[N:16]2)=[CH:11][CH:10]=1)[CH2:2][CH2:3][CH2:4][CH2:5][CH2:6][CH3:7].[CH3:21][Mg]I. (2) Given the product [Br:1][C:2]1[CH:3]=[CH:4][C:5]([CH2:8][CH2:9][C:15]([CH3:16])([S:17]([CH3:20])(=[O:18])=[O:19])[C:14]([O:13][CH2:11][CH3:12])=[O:22])=[N:6][CH:7]=1, predict the reactants needed to synthesize it. The reactants are: [Br:1][C:2]1[CH:3]=[CH:4][C:5]([CH2:8][CH2:9]I)=[N:6][CH:7]=1.[CH2:11]([O:13][C:14](=[O:22])[CH:15]([S:17]([CH2:20]C)(=[O:19])=[O:18])[CH3:16])[CH3:12].BrC1C=NC=CC=1.BrC1C=CC(CCC(C)(S(C)(=O)=O)C(OCC)=O)=CC=1. (3) Given the product [Cl:19][C:17]1[CH:16]=[N:15][C:8]2=[N:9][C:10]([NH:11][CH2:12][CH2:13][OH:14])=[C:5]([NH:2][NH2:3])[N:6]=[C:7]2[CH:18]=1, predict the reactants needed to synthesize it. The reactants are: O.[NH2:2][NH2:3].Cl[C:5]1[N:6]=[C:7]2[CH:18]=[C:17]([Cl:19])[CH:16]=[N:15][C:8]2=[N:9][C:10]=1[NH:11][CH2:12][CH2:13][OH:14].CCO. (4) Given the product [CH3:8][C:5]1[CH:6]=[CH:7][C:2]([N:12]2[CH2:17][CH2:16][O:15][CH2:14][CH2:13]2)=[CH:3][C:4]=1[N+:9]([O-:11])=[O:10], predict the reactants needed to synthesize it. The reactants are: Br[C:2]1[CH:7]=[CH:6][C:5]([CH3:8])=[C:4]([N+:9]([O-:11])=[O:10])[CH:3]=1.[NH:12]1[CH2:17][CH2:16][O:15][CH2:14][CH2:13]1.C(=O)([O-])[O-].[Cs+].[Cs+].C(P(C(C)(C)C)C1C=CC=CC=1C1C=CC=CC=1)(C)(C)C. (5) Given the product [Cl:1][C:2]1[CH:3]=[C:4]([CH:8]([OH:9])[CH2:10][NH:12][CH3:11])[CH:5]=[CH:6][CH:7]=1, predict the reactants needed to synthesize it. The reactants are: [Cl:1][C:2]1[CH:3]=[C:4]([CH:8]2[CH2:10][O:9]2)[CH:5]=[CH:6][CH:7]=1.[CH3:11][NH2:12]. (6) Given the product [ClH:39].[CH3:1][O:2][C:3]1[N:8]=[CH:7][C:6]([C:9]2[CH:18]=[CH:17][C:16]3[N:15]=[CH:14][C:13]4[CH2:19][N:20]([CH3:37])[C:21](=[O:36])[N:22]([CH:23]5[CH2:28][CH2:27][NH:26][CH2:25][CH2:24]5)[C:12]=4[C:11]=3[N:10]=2)=[CH:5][CH:4]=1, predict the reactants needed to synthesize it. The reactants are: [CH3:1][O:2][C:3]1[N:8]=[CH:7][C:6]([C:9]2[CH:18]=[CH:17][C:16]3[N:15]=[CH:14][C:13]4[CH2:19][N:20]([CH3:37])[C:21](=[O:36])[N:22]([CH:23]5[CH2:28][CH2:27][N:26](C(OC(C)(C)C)=O)[CH2:25][CH2:24]5)[C:12]=4[C:11]=3[N:10]=2)=[CH:5][CH:4]=1.C(Cl)[Cl:39]. (7) Given the product [C:50]([O:54][C:55]([NH:56][CH2:57][CH2:58][N:4]1[C:5]([C:12]([O:14][CH2:15][CH3:16])=[O:13])=[C:6]([C:7]([O:9][CH2:10][CH3:11])=[O:8])[C:2]([I:1])=[N:3]1)=[O:60])([CH3:53])([CH3:52])[CH3:51], predict the reactants needed to synthesize it. The reactants are: [I:1][C:2]1[C:6]([C:7]([O:9][CH2:10][CH3:11])=[O:8])=[C:5]([C:12]([O:14][CH2:15][CH3:16])=[O:13])[NH:4][N:3]=1.C1(P(C2C=CC=CC=2)C2C=CC=CC=2)C=CC=CC=1.CC(OC(/N=N/C(OC(C)C)=O)=O)C.[C:50]([O:54][C:55](=[O:60])[NH:56][CH2:57][CH2:58]O)([CH3:53])([CH3:52])[CH3:51].